From a dataset of Reaction yield outcomes from USPTO patents with 853,638 reactions. Predict the reaction yield, written as a fraction of the theoretical maximum amount of product (1.0 means a 100% yield; for example, 0.34 means a 34% yield). (1) The reactants are [NH2:1][C:2]1[CH:10]=[CH:9][CH:8]=[C:7]2[C:3]=1[C:4](=[O:20])[N:5]([CH:12]1[CH2:17][CH2:16][C:15](=[O:18])[NH:14][C:13]1=[O:19])[C:6]2=[O:11].Cl[C:22]([C:24]([O:26][CH3:27])=[O:25])=[O:23]. The catalyst is C1COCC1. The product is [CH3:27][O:26][C:24]([C:22](=[O:23])[NH:1][C:2]1[CH:10]=[CH:9][CH:8]=[C:7]2[C:3]=1[C:4](=[O:20])[N:5]([CH:12]1[CH2:17][CH2:16][C:15](=[O:18])[NH:14][C:13]1=[O:19])[C:6]2=[O:11])=[O:25]. The yield is 0.760. (2) The reactants are [CH2:1]([O:3]/[C:4](=[CH:10]\[C:11]1[CH:16]=[CH:15][C:14]([C:17]2[CH:22]=[CH:21][CH:20]=[C:19]([N:23]([CH3:36])[C:24]([O:26]C3C=CC([N+]([O-])=O)=CC=3)=O)[CH:18]=2)=[CH:13][CH:12]=1)/[C:5]([O:7][CH2:8][CH3:9])=[O:6])[CH3:2].[CH:37]1([NH2:43])[CH2:42][CH2:41][CH2:40][CH2:39][CH2:38]1. No catalyst specified. The product is [CH:37]1([NH:43][C:24](=[O:26])[N:23]([C:19]2[CH:18]=[C:17]([C:14]3[CH:13]=[CH:12][C:11](/[CH:10]=[C:4](\[O:3][CH2:1][CH3:2])/[C:5]([O:7][CH2:8][CH3:9])=[O:6])=[CH:16][CH:15]=3)[CH:22]=[CH:21][CH:20]=2)[CH3:36])[CH2:42][CH2:41][CH2:40][CH2:39][CH2:38]1. The yield is 0.500. (3) The reactants are C([O:8][C:9]1[CH:18]=[C:17]2[C:12]([C:13]([O:19][C:20]3[CH:25]=[CH:24][C:23]([NH:26][C:27]([NH:29][C:30]4[CH:35]=[CH:34][C:33]([F:36])=[CH:32][C:31]=4[F:37])=[O:28])=[C:22]([Cl:38])[CH:21]=3)=[CH:14][CH:15]=[N:16]2)=[CH:11][C:10]=1[O:39][CH3:40])C1C=CC=CC=1.[H][H].C(OCC)(=O)C. The catalyst is CN(C)C=O.[C].[Pd]. The product is [Cl:38][C:22]1[CH:21]=[C:20]([O:19][C:13]2[C:12]3[C:17](=[CH:18][C:9]([OH:8])=[C:10]([O:39][CH3:40])[CH:11]=3)[N:16]=[CH:15][CH:14]=2)[CH:25]=[CH:24][C:23]=1[NH:26][C:27]([NH:29][C:30]1[CH:35]=[CH:34][C:33]([F:36])=[CH:32][C:31]=1[F:37])=[O:28]. The yield is 0.960. (4) The reactants are [NH2:1][C:2]1[C:7]([F:8])=[C:6]([Cl:9])[N:5]=[C:4]([C:10]([O:12]C)=[O:11])[C:3]=1[CH:14]=[CH2:15].[OH-].[Na+]. The catalyst is CO.CC(C)=O. The product is [NH2:1][C:2]1[C:7]([F:8])=[C:6]([Cl:9])[N:5]=[C:4]([C:10]([OH:12])=[O:11])[C:3]=1[CH:14]=[CH2:15]. The yield is 0.632. (5) The reactants are [BH4-].[Na+].[C:3]([C:7]1[C:12]([N+:13]([O-])=O)=[CH:11][CH:10]=[C:9]([C:16]([CH3:19])([CH3:18])[CH3:17])[C:8]=1[OH:20])([CH3:6])([CH3:5])[CH3:4].O. The catalyst is CO.Cl[Ni]Cl. The product is [NH2:13][C:12]1[C:7]([C:3]([CH3:6])([CH3:5])[CH3:4])=[C:8]([OH:20])[C:9]([C:16]([CH3:17])([CH3:18])[CH3:19])=[CH:10][CH:11]=1. The yield is 0.780. (6) The reactants are C1COCC1.[C:6]([NH:10][S:11]([C:14]1[S:15][C:16]([Cl:19])=[CH:17][CH:18]=1)(=[O:13])=[O:12])([CH3:9])([CH3:8])[CH3:7].C([Li])CCC.C1(S(N(S(C2C=CC=CC=2)(=O)=O)[F:35])(=O)=O)C=CC=CC=1. The catalyst is CCCCCC. The product is [C:6]([NH:10][S:11]([C:14]1[S:15][C:16]([Cl:19])=[CH:17][C:18]=1[F:35])(=[O:12])=[O:13])([CH3:9])([CH3:7])[CH3:8]. The yield is 1.00. (7) The reactants are [Cl:1][C:2]1[CH:3]=[CH:4][C:5]([O:28]C)=[C:6]([NH:8][C:9]2[NH:13][C:12]3[CH:14]=[CH:15][C:16]([S:18]([N:21]4[CH2:26][CH2:25][N:24]([CH3:27])[CH2:23][CH2:22]4)(=[O:20])=[O:19])=[CH:17][C:11]=3[N:10]=2)[CH:7]=1.B(Br)(Br)Br. The catalyst is C(Cl)Cl. The product is [Cl:1][C:2]1[CH:3]=[CH:4][C:5]([OH:28])=[C:6]([NH:8][C:9]2[NH:13][C:12]3[CH:14]=[CH:15][C:16]([S:18]([N:21]4[CH2:26][CH2:25][N:24]([CH3:27])[CH2:23][CH2:22]4)(=[O:19])=[O:20])=[CH:17][C:11]=3[N:10]=2)[CH:7]=1. The yield is 0.356. (8) The reactants are [CH2:1]([O:3][C:4](Cl)=[S:5])[CH3:2].[NH2:7][C:8]1[CH:9]=[C:10]([NH:18][C:19]2[N:28]=[CH:27][C:26]3[N:25]([CH3:29])[C:24](=[O:30])[CH2:23][N:22]([CH:31]([CH3:33])[CH3:32])[C:21]=3[N:20]=2)[CH:11]=[C:12]([C:14]([F:17])([F:16])[F:15])[CH:13]=1.O. The catalyst is N1C=CC=CC=1. The product is [CH2:1]([O:3][C:4](=[S:5])[NH:7][C:8]1[CH:13]=[C:12]([C:14]([F:16])([F:17])[F:15])[CH:11]=[C:10]([NH:18][C:19]2[N:28]=[CH:27][C:26]3[N:25]([CH3:29])[C:24](=[O:30])[CH2:23][N:22]([CH:31]([CH3:33])[CH3:32])[C:21]=3[N:20]=2)[CH:9]=1)[CH3:2]. The yield is 0.680. (9) The yield is 1.00. The catalyst is O.CCO.[Fe]. The product is [Cl:5][C:6]1[CH:11]=[C:10]([CH:9]=[CH:8][C:7]=1[O:15][C:16]1[CH:21]=[CH:20][CH:19]=[C:18]([Cl:22])[CH:17]=1)[NH2:12]. The reactants are C(O)(=O)C.[Cl:5][C:6]1[CH:11]=[C:10]([N+:12]([O-])=O)[CH:9]=[CH:8][C:7]=1[O:15][C:16]1[CH:21]=[CH:20][CH:19]=[C:18]([Cl:22])[CH:17]=1.